Dataset: Reaction yield outcomes from USPTO patents with 853,638 reactions. Task: Predict the reaction yield, written as a fraction of the theoretical maximum amount of product (1.0 means a 100% yield; for example, 0.34 means a 34% yield). The reactants are Cl[C:2]1[N:7]=[CH:6][N:5]=[C:4]([NH:8][C:9]2[C:10]([CH3:19])=[N:11][C:12]([S:15]([CH3:18])(=[O:17])=[O:16])=[CH:13][CH:14]=2)[C:3]=1[O:20][CH3:21].[OH:22][CH:23]1[CH2:28][CH2:27][N:26]([C:29]([O:31][CH:32]([CH3:34])[CH3:33])=[O:30])[CH2:25][CH2:24]1.CN(C)CC(N(C)C)C.CC(C)([O-])C.[K+]. The catalyst is C1COCC1. The product is [CH:32]([O:31][C:29]([N:26]1[CH2:25][CH2:24][CH:23]([O:22][C:2]2[C:3]([O:20][CH3:21])=[C:4]([NH:8][C:9]3[C:10]([CH3:19])=[N:11][C:12]([S:15]([CH3:18])(=[O:17])=[O:16])=[CH:13][CH:14]=3)[N:5]=[CH:6][N:7]=2)[CH2:28][CH2:27]1)=[O:30])([CH3:34])[CH3:33]. The yield is 0.300.